Task: Binary Classification. Given a drug SMILES string, predict its activity (active/inactive) in a high-throughput screening assay against a specified biological target.. Dataset: M1 muscarinic receptor agonist screen with 61,833 compounds (1) The molecule is o1c2c(n(CCC(=O)NCc3ccc(OCC)cc3)c1=O)cccc2. The result is 0 (inactive). (2) The drug is S(c1nc2CCCCCCc2cc1C#N)CC(=O)Nc1sc(c(c1C#N)C)C(OCC)=O. The result is 0 (inactive). (3) The drug is S(=O)(=O)(Nc1cc2OCOc2cc1)c1cc(OC)c(OC)cc1. The result is 0 (inactive). (4) The molecule is OC(CN1CCCC1)CN1C(=O)C(NC1=O)(C)C. The result is 0 (inactive). (5) The compound is O1c2c(OCC1)ccc(c2)C(=O)Nc1c(c2oc3c(n2)cccc3)cccc1. The result is 0 (inactive). (6) The molecule is S\1C(N2CCN(CC2)CCC#N)=NC(=O)C1=C1\CCCCC1. The result is 0 (inactive). (7) The drug is O1C(CCC1)C(=O)N(Cc1cc2c([nH]c1=O)cc(cc2)C)C. The result is 0 (inactive).